This data is from Catalyst prediction with 721,799 reactions and 888 catalyst types from USPTO. The task is: Predict which catalyst facilitates the given reaction. (1) Reactant: [Br:1][C:2]1[C:3]([NH2:8])=[N:4][CH:5]=[CH:6][CH:7]=1.[C:9](O[C:9]([O:11][C:12]([CH3:15])([CH3:14])[CH3:13])=[O:10])([O:11][C:12]([CH3:15])([CH3:14])[CH3:13])=[O:10]. Product: [Br:1][C:2]1[C:3]([NH:8][C:9](=[O:10])[O:11][C:12]([CH3:15])([CH3:14])[CH3:13])=[N:4][CH:5]=[CH:6][CH:7]=1. The catalyst class is: 218. (2) Reactant: [NH2:1][C:2]1[N:7]=[C:6](Cl)[CH:5]=[CH:4][N:3]=1.[NH:9]1[C:17]2[C:12](=[CH:13][CH:14]=[CH:15][CH:16]=2)[CH:11]=[CH:10]1.C([O-])([O-])=O.[Cs+].[Cs+]. Product: [N:9]1([C:6]2[CH:5]=[CH:4][N:3]=[C:2]([NH2:1])[N:7]=2)[C:17]2[C:12](=[CH:13][CH:14]=[CH:15][CH:16]=2)[CH:11]=[CH:10]1. The catalyst class is: 18. (3) Reactant: [F:1][C:2]1([F:8])[CH2:7][CH2:6][NH:5][CH2:4][CH2:3]1.[F:9][C:10]([F:15])([F:14])[C@@H:11]1[CH2:13][O:12]1. Product: [F:1][C:2]1([F:8])[CH2:7][CH2:6][N:5]([CH2:13][C@H:11]([OH:12])[C:10]([F:15])([F:14])[F:9])[CH2:4][CH2:3]1. The catalyst class is: 10. (4) Reactant: [O:1]=[C:2]1[NH:10]/[C:9](=[N:11]\[NH:12][C:13](=O)[CH2:14][CH2:15][C:16]2[O:17][C:18]([C:21]3[CH:26]=[CH:25][CH:24]=[CH:23][CH:22]=3)=[N:19][N:20]=2)/[N:8]([CH2:28][CH2:29][CH2:30][CH2:31][CH3:32])[C:7]2[N:6]=[CH:5][NH:4][C:3]1=2. Product: [CH2:28]([N:8]1[C:7]2[N:6]=[CH:5][NH:4][C:3]=2[C:2](=[O:1])[N:10]2[C:13]([CH2:14][CH2:15][C:16]3[O:17][C:18]([C:21]4[CH:26]=[CH:25][CH:24]=[CH:23][CH:22]=4)=[N:19][N:20]=3)=[N:12][N:11]=[C:9]12)[CH2:29][CH2:30][CH2:31][CH3:32]. The catalyst class is: 11. (5) Reactant: [CH3:1][N:2]1[CH:6]=[C:5]([C:7]2[CH:8]=[C:9]3[C:15]([C:16]4[N:21]=[C:20]([N:22]5[CH2:28][CH2:27][CH2:26][C@H:25]([NH:29]C(=O)OCC6C=CC=CC=6)[CH2:24][CH2:23]5)[CH:19]=[CH:18][CH:17]=4)=[N:14][N:13](C4CCCCO4)[C:10]3=[CH:11][N:12]=2)[CH:4]=[N:3]1.B(Br)(Br)Br.C(OCC)(=O)C.O. Product: [CH3:1][N:2]1[CH:6]=[C:5]([C:7]2[CH:8]=[C:9]3[C:15]([C:16]4[N:21]=[C:20]([N:22]5[CH2:28][CH2:27][CH2:26][C@H:25]([NH2:29])[CH2:24][CH2:23]5)[CH:19]=[CH:18][CH:17]=4)=[N:14][NH:13][C:10]3=[CH:11][N:12]=2)[CH:4]=[N:3]1. The catalyst class is: 2.